Dataset: Reaction yield outcomes from USPTO patents with 853,638 reactions. Task: Predict the reaction yield, written as a fraction of the theoretical maximum amount of product (1.0 means a 100% yield; for example, 0.34 means a 34% yield). (1) The reactants are CNCC[N:5]1[C:13](=[O:14])[C:12]2[C:7](=[CH:8][CH:9]=[CH:10][CH:11]=2)[C:6]1=[O:15].C(=O)C1C=CC=NC=1.[Na].C(O)(=O)C. The catalyst is ClCCl. The product is [C:6]1(=[O:15])[C:7]2[C:12](=[CH:11][CH:10]=[CH:9][CH:8]=2)[C:13](=[O:14])[NH:5]1. The yield is 0.570. (2) The reactants are Br[C:2]1[CH:3]=[CH:4][C:5]2[O:11][CH2:10][CH2:9][N:8]3[C:12]([C:18]([NH:20][CH3:21])=[O:19])=[C:13]([C:15]([NH2:17])=[O:16])[N:14]=[C:7]3[C:6]=2[CH:22]=1.[C:23]([C:25]1([OH:29])[CH2:28][CH2:27][CH2:26]1)#[CH:24]. No catalyst specified. The product is [OH:29][C:25]1([C:23]#[C:24][C:2]2[CH:3]=[CH:4][C:5]3[O:11][CH2:10][CH2:9][N:8]4[C:12]([C:18]([NH:20][CH3:21])=[O:19])=[C:13]([C:15]([NH2:17])=[O:16])[N:14]=[C:7]4[C:6]=3[CH:22]=2)[CH2:28][CH2:27][CH2:26]1. The yield is 0.462. (3) The reactants are [Cl:1][C:2]1[CH:10]=[CH:9][C:8]([C:11]([OH:13])=O)=[C:7]2[C:3]=1[CH:4]=[CH:5][NH:6]2.[C:14]([C:18]1[CH:34]=[CH:33][C:21]([CH2:22][NH:23][CH2:24][CH2:25][C:26]2[CH:31]=[CH:30][C:29]([Cl:32])=[CH:28][CH:27]=2)=[CH:20][CH:19]=1)([CH3:17])([CH3:16])[CH3:15].C(Cl)Cl.CCN=C=NCCCN(C)C.Cl. No catalyst specified. The product is [C:14]([C:18]1[CH:34]=[CH:33][C:21]([CH2:22][N:23]([CH2:24][CH2:25][C:26]2[CH:31]=[CH:30][C:29]([Cl:32])=[CH:28][CH:27]=2)[C:11]([C:8]2[CH:9]=[CH:10][C:2]([Cl:1])=[C:3]3[C:7]=2[NH:6][CH:5]=[CH:4]3)=[O:13])=[CH:20][CH:19]=1)([CH3:17])([CH3:15])[CH3:16]. The yield is 0.720. (4) The reactants are [C:1]([O:4][C:5]1[CH:6]=[C:7]([CH:11]=[CH:12][CH:13]=1)[C:8]([OH:10])=O)(=[O:3])[CH3:2].CCN=C=NCCCN(C)C.C1C=C2N=NN(O)C2=CC=1.O.[C:36]([NH2:45])([C:39]1[CH:44]=[CH:43][CH:42]=[CH:41][CH:40]=1)([CH3:38])[CH3:37]. The catalyst is CN(C=O)C. The product is [C:1]([O:4][C:5]1[CH:6]=[C:7]([CH:11]=[CH:12][CH:13]=1)[C:8]([NH:45][C:36]([CH3:38])([C:39]1[CH:44]=[CH:43][CH:42]=[CH:41][CH:40]=1)[CH3:37])=[O:10])(=[O:3])[CH3:2]. The yield is 0.730. (5) The reactants are [CH:1]1([C:7]2[CH:13]=[CH:12][C:10]([NH2:11])=[CH:9][CH:8]=2)[CH2:6][CH2:5][CH2:4][CH2:3][CH2:2]1.[CH:14]([C:16]1[CH:24]=[CH:23][C:19]([C:20]([OH:22])=[O:21])=[CH:18][CH:17]=1)=O.C([BH3-])#N.[Na+]. The catalyst is CO.C(O)(=O)C. The product is [CH:1]1([C:7]2[CH:8]=[CH:9][C:10]([NH:11][CH2:14][C:16]3[CH:24]=[CH:23][C:19]([C:20]([OH:22])=[O:21])=[CH:18][CH:17]=3)=[CH:12][CH:13]=2)[CH2:2][CH2:3][CH2:4][CH2:5][CH2:6]1. The yield is 0.780. (6) The reactants are [H-].[Na+].C[CH:4]([CH2:8][CH3:9])[CH2:5][CH:6]=[O:7]. The catalyst is CCCCCC.C(COC)OC.COCC. The product is [CH3:4][CH:9]([CH2:5][CH3:6])[CH2:8][CH:4]=[CH:5][C:6]([O:7][CH2:9][CH3:8])=[O:7]. The yield is 0.610. (7) The product is [CH2:1]([O:8][N:9]=[C:10]1[C:18]2[C:13](=[CH:14][C:15]([C:23]3[C:24]([C:29]4[CH:34]=[CH:33][N:32]=[CH:31][CH:30]=4)=[N:25][N:26]([CH3:28])[CH:27]=3)=[CH:16][CH:17]=2)[CH2:12][CH2:11]1)[C:2]1[CH:7]=[CH:6][CH:5]=[CH:4][CH:3]=1. The reactants are [CH2:1]([O:8]/[N:9]=[C:10]1\[CH2:11][CH2:12][C:13]2[C:18]\1=[CH:17][CH:16]=[C:15](B(O)O)[CH:14]=2)[C:2]1[CH:7]=[CH:6][CH:5]=[CH:4][CH:3]=1.Br[C:23]1[C:24]([C:29]2[CH:34]=[CH:33][N:32]=[CH:31][CH:30]=2)=[N:25][N:26]([CH3:28])[CH:27]=1. The yield is 0.800. The catalyst is C(#N)C.O. (8) The reactants are Br[CH2:2][CH2:3][CH2:4][C:5]([O:7][CH2:8][CH3:9])=[O:6].[NH:10]1[CH2:15][CH2:14][O:13][CH2:12][CH2:11]1. The catalyst is CC#N. The product is [CH2:8]([O:7][C:5](=[O:6])[CH2:4][CH2:3][CH2:2][N:10]1[CH2:15][CH2:14][O:13][CH2:12][CH2:11]1)[CH3:9]. The yield is 0.960.